Predict the product of the given reaction. From a dataset of Forward reaction prediction with 1.9M reactions from USPTO patents (1976-2016). (1) Given the reactants [C:1]1(CCCC(O)=O)[C:14]2[C:15]3=[C:16]4[C:11](=[CH:12][CH:13]=2)[CH:10]=[CH:9][CH:8]=[C:7]4[CH:6]=[CH:5][C:4]3=[CH:3][CH:2]=1.ON1C(=O)CCC1=O.C1(N=C=NC2CCCCC2)CCCCC1, predict the reaction product. The product is: [CH:8]1[C:7]2[C:16]3=[C:15]4[C:4](=[CH:5][CH:6]=2)[CH:3]=[CH:2][CH:1]=[C:14]4[CH:13]=[CH:12][C:11]3=[CH:10][CH:9]=1. (2) Given the reactants [H-].[Na+].[CH2:3]([N:10]([CH2:18][CH2:19][N:20]1[C:29]2[C:24]([C:25](=[O:31])[NH:26][C:27](=[O:30])[N:28]=2)=[N:23][C:22]2[CH:32]=[C:33]([CH3:37])[C:34](Cl)=[CH:35][C:21]1=2)[C:11](=[O:17])[O:12][C:13]([CH3:16])([CH3:15])[CH3:14])[C:4]1[CH:9]=[CH:8][CH:7]=[CH:6][CH:5]=1.[CH:38]1([OH:43])[CH2:42][CH2:41][CH2:40][CH2:39]1, predict the reaction product. The product is: [CH2:3]([N:10]([CH2:18][CH2:19][N:20]1[C:29]2[C:24]([C:25](=[O:31])[NH:26][C:27](=[O:30])[N:28]=2)=[N:23][C:22]2[CH:32]=[C:33]([CH3:37])[C:34]([O:43][CH:38]3[CH2:42][CH2:41][CH2:40][CH2:39]3)=[CH:35][C:21]1=2)[C:11](=[O:17])[O:12][C:13]([CH3:16])([CH3:15])[CH3:14])[C:4]1[CH:9]=[CH:8][CH:7]=[CH:6][CH:5]=1. (3) Given the reactants [CH3:1][C:2]1[N:7]=[C:6]([N:8]2[CH2:13][CH2:12][NH:11][CH2:10][CH2:9]2)[CH:5]=[C:4]([C:14]([F:17])([F:16])[F:15])[CH:3]=1.[C:18]([O:22][C:23]([NH:25][C@@H:26]1[CH2:30][CH2:29][C@:28]([CH:34]([CH3:36])[CH3:35])([C:31](O)=[O:32])[CH2:27]1)=[O:24])([CH3:21])([CH3:20])[CH3:19].F[P-](F)(F)(F)(F)F.N1(O[P+](N(C)C)(N(C)C)N(C)C)C2C=CC=CC=2N=N1.C(N(CC)CC)C, predict the reaction product. The product is: [C:18]([O:22][C:23](=[O:24])[NH:25][C@@H:26]1[CH2:30][CH2:29][C@:28]([CH:34]([CH3:35])[CH3:36])([C:31]([N:11]2[CH2:12][CH2:13][N:8]([C:6]3[CH:5]=[C:4]([C:14]([F:17])([F:15])[F:16])[CH:3]=[C:2]([CH3:1])[N:7]=3)[CH2:9][CH2:10]2)=[O:32])[CH2:27]1)([CH3:21])([CH3:20])[CH3:19].